From a dataset of Peptide-MHC class I binding affinity with 185,985 pairs from IEDB/IMGT. Regression. Given a peptide amino acid sequence and an MHC pseudo amino acid sequence, predict their binding affinity value. This is MHC class I binding data. The peptide sequence is ATLLSQVEV. The binding affinity (normalized) is 0.180. The MHC is HLA-A02:01 with pseudo-sequence HLA-A02:01.